Dataset: Full USPTO retrosynthesis dataset with 1.9M reactions from patents (1976-2016). Task: Predict the reactants needed to synthesize the given product. Given the product [Cl:1][C:2]1[CH:7]=[CH:6][N:5]2[N:19]=[C:9]([C:10]3[CH:11]=[N:12][CH:13]=[C:14]([CH:16]4[CH2:18][CH2:17]4)[CH:15]=3)[N:8]=[C:4]2[CH:3]=1, predict the reactants needed to synthesize it. The reactants are: [Cl:1][C:2]1[CH:7]=[CH:6][N:5]=[C:4]([NH:8][C:9](=[NH:19])[C:10]2[CH:15]=[C:14]([CH:16]3[CH2:18][CH2:17]3)[CH:13]=[N:12][CH:11]=2)[CH:3]=1.